Task: Predict the product of the given reaction.. Dataset: Forward reaction prediction with 1.9M reactions from USPTO patents (1976-2016) Given the reactants [CH2:1]([O:8][C:9]([N:11]1[CH2:16][CH2:15][CH:14]([C:17](=O)[CH3:18])[CH2:13][CH2:12]1)=[O:10])[C:2]1[CH:7]=[CH:6][CH:5]=[CH:4][CH:3]=1.Cl.[NH2:21][OH:22], predict the reaction product. The product is: [CH2:1]([O:8][C:9]([N:11]1[CH2:16][CH2:15][CH:14]([C:17](=[N:21][OH:22])[CH3:18])[CH2:13][CH2:12]1)=[O:10])[C:2]1[CH:7]=[CH:6][CH:5]=[CH:4][CH:3]=1.